Predict the reactants needed to synthesize the given product. From a dataset of Full USPTO retrosynthesis dataset with 1.9M reactions from patents (1976-2016). (1) Given the product [Cl:12][C:13]1[CH:14]=[C:15]([NH:16][C:2]2[CH:7]=[CH:6][CH:5]=[CH:4][C:3]=2[CH2:8][C:9]([OH:11])=[O:10])[CH:17]=[CH:18][CH:19]=1, predict the reactants needed to synthesize it. The reactants are: Br[C:2]1[CH:7]=[CH:6][CH:5]=[CH:4][C:3]=1[CH2:8][C:9]([OH:11])=[O:10].[Cl:12][C:13]1[CH:14]=[C:15]([CH:17]=[CH:18][CH:19]=1)[NH2:16]. (2) Given the product [S:5]1[C:6]2[CH:12]=[C:11]([NH2:13])[CH:10]=[CH:9][C:7]=2[N:8]=[C:4]1[NH2:1], predict the reactants needed to synthesize it. The reactants are: [N+:1]([C:4]1[S:5][C:6]2[CH:12]=[C:11]([N+:13]([O-])=O)[CH:10]=[CH:9][C:7]=2[N:8]=1)([O-])=O.[NH4+].[Cl-]. (3) The reactants are: [CH2:1]([C:3]([CH2:12][CH3:13])([CH2:9][CH:10]=[CH2:11])[C:4]([O:6]CC)=[O:5])[CH3:2].[OH-].[Na+].CO.Cl. Given the product [CH2:12]([C:3]([CH2:1][CH3:2])([CH2:9][CH:10]=[CH2:11])[C:4]([OH:6])=[O:5])[CH3:13], predict the reactants needed to synthesize it. (4) Given the product [CH2:1]([N:8]1[C:16]2[C:11](=[CH:12][CH:13]=[C:14]([CH:17]([O:20][S:29]([CH3:28])(=[O:31])=[O:30])[CH2:18][O:19][S:29]([CH3:28])(=[O:31])=[O:30])[CH:15]=2)[CH:10]=[N:9]1)[C:2]1[CH:3]=[CH:4][CH:5]=[CH:6][CH:7]=1, predict the reactants needed to synthesize it. The reactants are: [CH2:1]([N:8]1[C:16]2[C:11](=[CH:12][CH:13]=[C:14]([CH:17]([OH:20])[CH2:18][OH:19])[CH:15]=2)[CH:10]=[N:9]1)[C:2]1[CH:7]=[CH:6][CH:5]=[CH:4][CH:3]=1.CCN(CC)CC.[CH3:28][S:29](Cl)(=[O:31])=[O:30]. (5) Given the product [CH2:3]([C:4]1[S:6][CH:9]=[C:10]([C:11]([O:13][CH2:14][CH3:15])=[O:12])[N:5]=1)[CH:2]([CH3:7])[CH3:1], predict the reactants needed to synthesize it. The reactants are: [CH3:1][CH:2]([CH3:7])[CH2:3][C:4](=[S:6])[NH2:5].Br[CH2:9][C:10](=O)[C:11]([O:13][CH2:14][CH3:15])=[O:12]. (6) Given the product [Cl:1][C:2]1[CH:7]=[CH:6][CH:5]=[CH:4][C:3]=1[C:8]1[C:19]([OH:20])=[N:18][C:11]2[N:12]=[C:13]([S:23]([CH3:28])(=[O:25])=[O:22])[N:14]=[CH:15][C:10]=2[CH:9]=1, predict the reactants needed to synthesize it. The reactants are: [Cl:1][C:2]1[CH:7]=[CH:6][CH:5]=[CH:4][C:3]=1[C:8]1[C:19]([OH:20])=[N:18][C:11]2[N:12]=[C:13](SC)[N:14]=[CH:15][C:10]=2[CH:9]=1.O[O:22][S:23]([O-:25])=O.[K+].O1CCC[CH2:28]1. (7) The reactants are: [CH3:1][O:2][C:3]1[C:4]2[C:15]([C:16]3[CH:21]=[CH:20][CH:19]=[CH:18][CH:17]=3)=[C:14]([C:22]3[CH:27]=[CH:26][C:25]([C:28]4([NH:32][C:33](=[O:39])[O:34][C:35]([CH3:38])([CH3:37])[CH3:36])[CH2:31][CH2:30][CH2:29]4)=[CH:24][CH:23]=3)[O:13][C:5]=2[N:6]=[C:7](S(C)(=O)=O)[N:8]=1.[CH3:40][O-:41].[Na+]. Given the product [CH3:40][O:41][C:7]1[N:8]=[C:3]([O:2][CH3:1])[C:4]2[C:15]([C:16]3[CH:21]=[CH:20][CH:19]=[CH:18][CH:17]=3)=[C:14]([C:22]3[CH:27]=[CH:26][C:25]([C:28]4([NH:32][C:33](=[O:39])[O:34][C:35]([CH3:38])([CH3:37])[CH3:36])[CH2:31][CH2:30][CH2:29]4)=[CH:24][CH:23]=3)[O:13][C:5]=2[N:6]=1, predict the reactants needed to synthesize it. (8) Given the product [CH3:1][O:2][C:3](=[O:26])[C:4]1[CH:5]=[CH:6][C:7]([CH2:10][N:11]([C:19]([O:21][C:22]([CH3:23])([CH3:25])[CH3:24])=[O:20])[C@H:12]2[CH2:13][CH2:14][C@H:15]([O:18][C:27]3[CH:32]=[CH:31][CH:30]=[CH:29][CH:28]=3)[CH2:16][CH2:17]2)=[CH:8][CH:9]=1, predict the reactants needed to synthesize it. The reactants are: [CH3:1][O:2][C:3](=[O:26])[C:4]1[CH:9]=[CH:8][C:7]([CH2:10][N:11]([C:19]([O:21][C:22]([CH3:25])([CH3:24])[CH3:23])=[O:20])[C@H:12]2[CH2:17][CH2:16][C@H:15]([OH:18])[CH2:14][CH2:13]2)=[CH:6][CH:5]=1.[C:27]1(P([C:27]2[CH:32]=[CH:31][CH:30]=[CH:29][CH:28]=2)[C:27]2[CH:32]=[CH:31][CH:30]=[CH:29][CH:28]=2)[CH:32]=[CH:31][CH:30]=[CH:29][CH:28]=1.C1(O)C=CC=CC=1.CCOC(/N=N/C(OCC)=O)=O.